From a dataset of Forward reaction prediction with 1.9M reactions from USPTO patents (1976-2016). Predict the product of the given reaction. (1) Given the reactants Cl[C:2]1[CH:7]=[C:6]([C:8]2[CH:13]=[CH:12][CH:11]=[CH:10][N:9]=2)[N:5]=[C:4]2[CH:14]=[CH:15][S:16][C:3]=12.[C:17]([O:21][C:22]([N:24]1[CH2:31][C@H:30]([OH:32])[CH2:29][C@H:25]1[C:26]([OH:28])=[O:27])=[O:23])([CH3:20])([CH3:19])[CH3:18].CC(C)([O-])C.[K+], predict the reaction product. The product is: [C:17]([O:21][C:22]([N:24]1[CH2:31][C@H:30]([O:32][C:2]2[CH:7]=[C:6]([C:8]3[CH:13]=[CH:12][CH:11]=[CH:10][N:9]=3)[N:5]=[C:4]3[CH:14]=[CH:15][S:16][C:3]=23)[CH2:29][C@H:25]1[C:26]([OH:28])=[O:27])=[O:23])([CH3:20])([CH3:18])[CH3:19]. (2) Given the reactants [NH:1]1[CH2:6][CH2:5][CH:4]([N:7]2[C:11]3[CH:12]=[C:13]([NH2:16])[CH:14]=[CH:15][C:10]=3[N:9]=[CH:8]2)[CH2:3][CH2:2]1.Br[CH2:18][C:19]1[CH:24]=[CH:23][C:22]([C:25]([OH:34])([C:30]([F:33])([F:32])[F:31])[C:26]([F:29])([F:28])[F:27])=[CH:21][CH:20]=1.C(=O)([O-])[O-].[K+].[K+], predict the reaction product. The product is: [NH2:16][C:13]1[CH:14]=[CH:15][C:10]2[N:9]=[CH:8][N:7]([CH:4]3[CH2:3][CH2:2][N:1]([CH2:18][C:19]4[CH:20]=[CH:21][C:22]([C:25]([OH:34])([C:26]([F:27])([F:28])[F:29])[C:30]([F:31])([F:32])[F:33])=[CH:23][CH:24]=4)[CH2:6][CH2:5]3)[C:11]=2[CH:12]=1.